This data is from Full USPTO retrosynthesis dataset with 1.9M reactions from patents (1976-2016). The task is: Predict the reactants needed to synthesize the given product. (1) Given the product [F:25][C:26]1[CH:31]=[CH:30][CH:29]=[CH:28][C:27]=1[N:32]1[C:40]2[C:35](=[C:36]([N:41]3[CH2:48][C@@H:47]4[C@@H:43]([N:44]([C:55]([C@@H:52]5[CH2:53][CH2:54][O:50][CH2:51]5)=[O:56])[CH2:45][CH2:46]4)[C:42]3=[O:49])[CH:37]=[CH:38][CH:39]=2)[CH:34]=[N:33]1, predict the reactants needed to synthesize it. The reactants are: F[P-](F)(F)(F)(F)F.CN(C(N1C2C(=NC=CC=2)[N+]([O-])=N1)=[N+](C)C)C.[F:25][C:26]1[CH:31]=[CH:30][CH:29]=[CH:28][C:27]=1[N:32]1[C:40]2[C:35](=[C:36]([N:41]3[CH2:48][C@@H:47]4[C@@H:43]([NH:44][CH2:45][CH2:46]4)[C:42]3=[O:49])[CH:37]=[CH:38][CH:39]=2)[CH:34]=[N:33]1.[O:50]1[CH2:54][CH2:53][C@@H:52]([C:55](O)=[O:56])[CH2:51]1.C(N(CC)CC)C. (2) Given the product [C:1]([O:5][C:6]([NH:8][C@@H:9]([CH2:13][NH:14][C:15]1[S:16][C:19]([CH:20]=[O:21])=[CH:22][N:17]=1)[C:10]([OH:12])=[O:11])=[O:7])([CH3:4])([CH3:2])[CH3:3], predict the reactants needed to synthesize it. The reactants are: [C:1]([O:5][C:6]([NH:8][C@@H:9]([CH2:13][NH:14][C:15]([NH2:17])=[S:16])[C:10]([OH:12])=[O:11])=[O:7])([CH3:4])([CH3:3])[CH3:2].Br[CH:19]([CH:22]=O)[CH:20]=[O:21]. (3) Given the product [NH:3]1[C:11]2[C:6](=[CH:7][CH:8]=[CH:9][CH:10]=2)[C:5]([CH:12]2[CH2:17][CH2:16][CH:15]([NH:18][CH:19]([CH:23]3[CH2:24][CH2:25][N:26]([C:35](=[O:36])/[CH:34]=[CH:33]/[C:32]4[CH:38]=[CH:39][C:40]([F:41])=[C:30]([F:29])[CH:31]=4)[CH2:27][CH2:28]3)[C:20]([NH2:22])=[O:21])[CH2:14][CH2:13]2)=[CH:4]1, predict the reactants needed to synthesize it. The reactants are: Cl.Cl.[NH:3]1[C:11]2[C:6](=[CH:7][CH:8]=[CH:9][CH:10]=2)[C:5]([CH:12]2[CH2:17][CH2:16][CH:15]([NH:18][CH:19]([CH:23]3[CH2:28][CH2:27][NH:26][CH2:25][CH2:24]3)[C:20]([NH2:22])=[O:21])[CH2:14][CH2:13]2)=[CH:4]1.[F:29][C:30]1[CH:31]=[C:32]([CH:38]=[CH:39][C:40]=1[F:41])/[CH:33]=[CH:34]/[C:35](O)=[O:36]. (4) Given the product [Br:14][C:5]1[C:4]2[C:9](=[C:10]([CH3:12])[CH:11]=[C:2]([Cl:1])[CH:3]=2)[N:8]=[CH:7][CH:6]=1, predict the reactants needed to synthesize it. The reactants are: [Cl:1][C:2]1[CH:3]=[C:4]2[C:9](=[C:10]([CH3:12])[CH:11]=1)[N:8]=[CH:7][CH:6]=[C:5]2O.[Br-:14].[Br-].C1(P(C2C=CC=CC=2)C2C=CC=CC=2)C=CC=CC=1.